Dataset: Reaction yield outcomes from USPTO patents with 853,638 reactions. Task: Predict the reaction yield, written as a fraction of the theoretical maximum amount of product (1.0 means a 100% yield; for example, 0.34 means a 34% yield). (1) The reactants are [Si:1]([O:8][CH2:9][C:10]1([CH3:19])[S:16][CH2:15][CH2:14][N:13]=[C:12](SC)[CH2:11]1)([C:4]([CH3:7])([CH3:6])[CH3:5])([CH3:3])[CH3:2].[Br:20][C:21]1[CH:26]=[CH:25][C:24]([C:27]2([C:30]([NH:32][NH2:33])=O)[CH2:29][CH2:28]2)=[CH:23][CH:22]=1. The catalyst is C(O)CCC. The product is [Br:20][C:21]1[CH:22]=[CH:23][C:24]([C:27]2([C:30]3[N:13]4[CH2:14][CH2:15][S:16][C:10]([CH2:9][O:8][Si:1]([C:4]([CH3:7])([CH3:6])[CH3:5])([CH3:3])[CH3:2])([CH3:19])[CH2:11][C:12]4=[N:33][N:32]=3)[CH2:29][CH2:28]2)=[CH:25][CH:26]=1. The yield is 0.660. (2) The reactants are Cl[S:2]([N:5]=[C:6]=[O:7])(=[O:4])=[O:3].[NH2:8][C:9]1[CH:14]=[CH:13][C:12]([NH:15][S:16]([CH3:19])(=[O:18])=[O:17])=[CH:11][CH:10]=1.[Cl-].[Al+3].[Cl-].[Cl-]. The catalyst is [N+](CC)([O-])=O. The product is [O:3]=[S:2]1(=[O:4])[C:10]2[CH:11]=[C:12]([NH:15][S:16]([CH3:19])(=[O:18])=[O:17])[CH:13]=[CH:14][C:9]=2[NH:8][C:6](=[O:7])[NH:5]1. The yield is 0.770.